From a dataset of Catalyst prediction with 721,799 reactions and 888 catalyst types from USPTO. Predict which catalyst facilitates the given reaction. (1) Reactant: [OH-].[Na+].[Si]([O:20][C:21]1[C:29]2[C:24](=[CH:25][N:26]=[CH:27][CH:28]=2)[O:23][C:22]=1[C:30]1[N:35]=[CH:34][C:33]([O:36][CH3:37])=[CH:32][N:31]=1)(C(C)(C)C)(C1C=CC=CC=1)C1C=CC=CC=1.CC(O)=O. Product: [CH3:37][O:36][C:33]1[CH:32]=[N:31][C:30]([C:22]2[O:23][C:24]3=[CH:25][N:26]=[CH:27][CH:28]=[C:29]3[C:21]=2[OH:20])=[N:35][CH:34]=1. The catalyst class is: 14. (2) Reactant: [CH3:1][N:2]1[C:10]2[C:5](=[CH:6][C:7]([C:11]3[CH:16]=[CH:15][C:14]([OH:17])=[CH:13][CH:12]=3)=[CH:8][CH:9]=2)[C:4]([CH3:18])=[C:3]1[C:19]1[CH:24]=[CH:23][CH:22]=[CH:21][CH:20]=1.C([O-])([O-])=O.[K+].[K+].Br[CH2:32][C:33]#[N:34]. Product: [CH3:1][N:2]1[C:10]2[C:5](=[CH:6][C:7]([C:11]3[CH:16]=[CH:15][C:14]([O:17][CH2:32][C:33]#[N:34])=[CH:13][CH:12]=3)=[CH:8][CH:9]=2)[C:4]([CH3:18])=[C:3]1[C:19]1[CH:24]=[CH:23][CH:22]=[CH:21][CH:20]=1. The catalyst class is: 21. (3) Reactant: CC1(C)[O:9][C:8](=[O:10])[C:5]2([CH2:7][CH2:6]2)[C:4](=[O:11])O1.[CH:13]1([NH2:16])[CH2:15][CH2:14]1. Product: [CH:13]1([N:16]2[CH2:6][CH2:7][CH:5]([C:8]([OH:9])=[O:10])[C:4]2=[O:11])[CH2:15][CH2:14]1. The catalyst class is: 8. (4) Reactant: Br[C:2]1[S:3][C:4]([F:7])=[CH:5][CH:6]=1.[CH3:8][C:9]1([CH3:25])[C:13]([CH3:15])([CH3:14])[O:12][B:11]([B:11]2[O:12][C:13]([CH3:15])([CH3:14])[C:9]([CH3:25])([CH3:8])[O:10]2)[O:10]1.CC([O-])=O.[K+].CCOC(C)=O. Product: [F:7][C:4]1[S:3][C:2]([B:11]2[O:12][C:13]([CH3:15])([CH3:14])[C:9]([CH3:25])([CH3:8])[O:10]2)=[CH:6][CH:5]=1. The catalyst class is: 75. (5) Reactant: Br[C:2]1[CH:7]=[CH:6][C:5]([O:8][CH3:9])=[C:4]([C:10]([F:13])([F:12])[F:11])[C:3]=1[F:14].[O:15]1CCC[CH2:16]1.[Li]CCCC. Product: [F:14][C:3]1[C:4]([C:10]([F:13])([F:12])[F:11])=[C:5]([O:8][CH3:9])[CH:6]=[CH:7][C:2]=1[CH:16]=[O:15]. The catalyst class is: 9.